Predict the reaction yield, written as a fraction of the theoretical maximum amount of product (1.0 means a 100% yield; for example, 0.34 means a 34% yield). From a dataset of Reaction yield outcomes from USPTO patents with 853,638 reactions. (1) The yield is 0.920. The product is [C:31]([NH:1][C:2]1[N:3]=[CH:4][C:5]([O:8][C:9]2[C:10]3[C:14]([CH:15]=[C:16]([C:18]([O:20][CH2:21][CH3:22])=[O:19])[CH:17]=2)=[N:13][N:12]([CH2:23][CH3:24])[CH:11]=3)=[N:6][CH:7]=1)(=[O:33])[CH3:32]. The reactants are [NH2:1][C:2]1[N:3]=[CH:4][C:5]([O:8][C:9]2[C:10]3[C:14]([CH:15]=[C:16]([C:18]([O:20][CH2:21][CH3:22])=[O:19])[CH:17]=2)=[N:13][N:12]([CH2:23][CH3:24])[CH:11]=3)=[N:6][CH:7]=1.N1C=CC=CC=1.[C:31](Cl)(=[O:33])[CH3:32]. The catalyst is ClCCl. (2) The reactants are F.F.F.C(N(CC)CC)C.C(N(CC)CC)C.[Si]([O:35][CH2:36][C@H:37]1[O:41][C@@H:40]([N:42]2[CH:49]=[C:48]([CH3:50])[C:46](=[O:47])[NH:45][C:43]2=[O:44])[C@H:39]([O:51][CH2:52][CH2:53][O:54][N:55]([CH3:57])[CH3:56])[C@@H:38]1[OH:58])(C(C)(C)C)(C1C=CC=CC=1)C1C=CC=CC=1.CO. The catalyst is C1COCC1.C(Cl)Cl. The product is [CH3:56][N:55]([CH3:57])[O:54][CH2:53][CH2:52][O:51][C@@H:39]1[C@H:38]([OH:58])[C@@H:37]([CH2:36][OH:35])[O:41][C@H:40]1[N:42]1[CH:49]=[C:48]([CH3:50])[C:46](=[O:47])[NH:45][C:43]1=[O:44]. The yield is 0.925. (3) The reactants are [C:1]([C:5]1[CH:10]=[CH:9][C:8]([C:11]2[NH:15][C:14]3[CH:16]=[CH:17][CH:18]=[C:19]([N:20]4[CH2:25][CH2:24][N:23]([CH2:26][C:27]5[CH:32]=[CH:31][C:30]([N+:33]([O-:35])=[O:34])=[C:29](F)[CH:28]=5)[CH2:22][CH2:21]4)[C:13]=3[N:12]=2)=[CH:7][CH:6]=1)([CH3:4])([CH3:3])[CH3:2].Cl.[CH3:38][O:39][C:40](=[O:43])[CH2:41][NH2:42].C(=O)([O-])[O-]. The catalyst is CN(C)C=O. The product is [CH3:38][O:39][C:40](=[O:43])[CH2:41][NH:42][C:29]1[CH:28]=[C:27]([CH2:26][N:23]2[CH2:22][CH2:21][N:20]([C:19]3[C:13]4[N:12]=[C:11]([C:8]5[CH:9]=[CH:10][C:5]([C:1]([CH3:4])([CH3:2])[CH3:3])=[CH:6][CH:7]=5)[NH:15][C:14]=4[CH:16]=[CH:17][CH:18]=3)[CH2:25][CH2:24]2)[CH:32]=[CH:31][C:30]=1[N+:33]([O-:35])=[O:34]. The yield is 0.820. (4) The reactants are [Cl:1][C:2]1[CH:3]=[C:4]2[C:8](=[CH:9][CH:10]=1)[N:7]([CH3:11])[C:6]([C:12]1[CH:17]=[CH:16][C:15]([Cl:18])=[CH:14][CH:13]=1)=[C:5]2[CH2:19][CH2:20][C:21]([OH:23])=O.[C:24]1([CH2:30][C:31]2([OH:37])[CH2:36][CH2:35][NH:34][CH2:33][CH2:32]2)[CH:29]=[CH:28][CH:27]=[CH:26][CH:25]=1. The catalyst is O1CCCC1. The product is [Cl:1][C:2]1[CH:3]=[C:4]2[C:8](=[CH:9][CH:10]=1)[N:7]([CH3:11])[C:6]([C:12]1[CH:13]=[CH:14][C:15]([Cl:18])=[CH:16][CH:17]=1)=[C:5]2[CH2:19][CH2:20][C:21]([N:34]1[CH2:33][CH2:32][C:31]([CH2:30][C:24]2[CH:29]=[CH:28][CH:27]=[CH:26][CH:25]=2)([OH:37])[CH2:36][CH2:35]1)=[O:23]. The yield is 0.680.